This data is from Forward reaction prediction with 1.9M reactions from USPTO patents (1976-2016). The task is: Predict the product of the given reaction. (1) Given the reactants [O:1]=[C:2]1[CH2:11][CH2:10][C:9]2[C:4](=[CH:5][C:6]([O:12][CH:13]3[CH2:18][CH2:17][N:16](C(OC(C)(C)C)=O)[CH2:15][CH2:14]3)=[CH:7][CH:8]=2)[NH:3]1.FC(F)(F)C(O)=O, predict the reaction product. The product is: [NH:16]1[CH2:15][CH2:14][CH:13]([O:12][C:6]2[CH:5]=[C:4]3[C:9]([CH2:10][CH2:11][C:2](=[O:1])[NH:3]3)=[CH:8][CH:7]=2)[CH2:18][CH2:17]1. (2) Given the reactants Br[C:2]1[CH:3]=[N:4][C:5]([C:8]([CH3:11])([CH3:10])[CH3:9])=[N:6][CH:7]=1.[Si:12]([O:19][C@H:20]1[CH2:29][C:28]([CH3:31])([CH3:30])[CH2:27][C:26]2[N:25]=[C:24]([CH:32]([CH3:34])[CH3:33])[C:23]([CH:35]=[O:36])=[C:22]([I:37])[C:21]1=2)([C:15]([CH3:18])([CH3:17])[CH3:16])([CH3:14])[CH3:13], predict the reaction product. The product is: [Si:12]([O:19][C@H:20]1[CH2:29][C:28]([CH3:30])([CH3:31])[CH2:27][C:26]2[N:25]=[C:24]([CH:32]([CH3:33])[CH3:34])[C:23]([C@H:35]([C:2]3[CH:3]=[N:4][C:5]([C:8]([CH3:11])([CH3:10])[CH3:9])=[N:6][CH:7]=3)[OH:36])=[C:22]([I:37])[C:21]1=2)([C:15]([CH3:16])([CH3:17])[CH3:18])([CH3:14])[CH3:13]. (3) Given the reactants [NH:1]([CH2:3][CH2:4][OH:5])[NH2:2].Br[C:7]1[CH:22]=[CH:21][C:10]([O:11][C:12]2[CH:19]=[CH:18][C:17]([F:20])=[CH:16][C:13]=2[C:14]#[N:15])=[CH:9][C:8]=1[CH:23]=O.FC1C=CC=C(C=1)C#N.P([O-])([O-])([O-])=O.[K+].[K+].[K+], predict the reaction product. The product is: [F:20][C:17]1[CH:18]=[CH:19][C:12]([O:11][C:10]2[CH:9]=[C:8]3[C:7](=[CH:22][CH:21]=2)[N:1]([CH2:3][CH2:4][OH:5])[N:2]=[CH:23]3)=[C:13]([CH:16]=1)[C:14]#[N:15].